This data is from NCI-60 drug combinations with 297,098 pairs across 59 cell lines. The task is: Regression. Given two drug SMILES strings and cell line genomic features, predict the synergy score measuring deviation from expected non-interaction effect. (1) Drug 1: CC1C(C(CC(O1)OC2CC(CC3=C2C(=C4C(=C3O)C(=O)C5=C(C4=O)C(=CC=C5)OC)O)(C(=O)C)O)N)O.Cl. Drug 2: CCCCC(=O)OCC(=O)C1(CC(C2=C(C1)C(=C3C(=C2O)C(=O)C4=C(C3=O)C=CC=C4OC)O)OC5CC(C(C(O5)C)O)NC(=O)C(F)(F)F)O. Cell line: SN12C. Synergy scores: CSS=21.9, Synergy_ZIP=-6.27, Synergy_Bliss=0.0745, Synergy_Loewe=0.598, Synergy_HSA=0.671. (2) Drug 1: CC1=CC2C(CCC3(C2CCC3(C(=O)C)OC(=O)C)C)C4(C1=CC(=O)CC4)C. Drug 2: CC1=C2C(C(=O)C3(C(CC4C(C3C(C(C2(C)C)(CC1OC(=O)C(C(C5=CC=CC=C5)NC(=O)OC(C)(C)C)O)O)OC(=O)C6=CC=CC=C6)(CO4)OC(=O)C)O)C)O. Cell line: HCC-2998. Synergy scores: CSS=36.3, Synergy_ZIP=16.1, Synergy_Bliss=14.9, Synergy_Loewe=-30.1, Synergy_HSA=12.7. (3) Drug 1: CS(=O)(=O)CCNCC1=CC=C(O1)C2=CC3=C(C=C2)N=CN=C3NC4=CC(=C(C=C4)OCC5=CC(=CC=C5)F)Cl. Drug 2: CN(CCCl)CCCl.Cl. Cell line: ACHN. Synergy scores: CSS=16.0, Synergy_ZIP=-0.394, Synergy_Bliss=-0.331, Synergy_Loewe=-23.8, Synergy_HSA=-0.319. (4) Drug 1: CC12CCC3C(C1CCC2=O)CC(=C)C4=CC(=O)C=CC34C. Drug 2: C(=O)(N)NO. Cell line: SK-OV-3. Synergy scores: CSS=27.0, Synergy_ZIP=0.0250, Synergy_Bliss=-1.97, Synergy_Loewe=-30.9, Synergy_HSA=-3.52. (5) Drug 1: C1=CC(=CC=C1CCCC(=O)O)N(CCCl)CCCl. Drug 2: C#CCC(CC1=CN=C2C(=N1)C(=NC(=N2)N)N)C3=CC=C(C=C3)C(=O)NC(CCC(=O)O)C(=O)O. Cell line: IGROV1. Synergy scores: CSS=28.3, Synergy_ZIP=-5.71, Synergy_Bliss=1.00, Synergy_Loewe=1.05, Synergy_HSA=1.05. (6) Drug 1: CCCCCOC(=O)NC1=NC(=O)N(C=C1F)C2C(C(C(O2)C)O)O. Drug 2: C1=CN(C=N1)CC(O)(P(=O)(O)O)P(=O)(O)O. Cell line: SF-268. Synergy scores: CSS=-3.33, Synergy_ZIP=2.32, Synergy_Bliss=2.94, Synergy_Loewe=-4.40, Synergy_HSA=-2.48. (7) Drug 1: CN(C)C1=NC(=NC(=N1)N(C)C)N(C)C. Drug 2: CN1C2=C(C=C(C=C2)N(CCCl)CCCl)N=C1CCCC(=O)O.Cl. Cell line: NCIH23. Synergy scores: CSS=-3.17, Synergy_ZIP=-1.48, Synergy_Bliss=-3.12, Synergy_Loewe=-4.41, Synergy_HSA=-4.38. (8) Synergy scores: CSS=4.41, Synergy_ZIP=-2.26, Synergy_Bliss=-2.85, Synergy_Loewe=-0.450, Synergy_HSA=-0.947. Drug 2: CCCCC(=O)OCC(=O)C1(CC(C2=C(C1)C(=C3C(=C2O)C(=O)C4=C(C3=O)C=CC=C4OC)O)OC5CC(C(C(O5)C)O)NC(=O)C(F)(F)F)O. Drug 1: CN1CCC(CC1)COC2=C(C=C3C(=C2)N=CN=C3NC4=C(C=C(C=C4)Br)F)OC. Cell line: U251.